This data is from Full USPTO retrosynthesis dataset with 1.9M reactions from patents (1976-2016). The task is: Predict the reactants needed to synthesize the given product. (1) Given the product [Br:16][C:17]1[CH:25]=[CH:24][C:20]([C:21]([C:9]2[C:8]([CH3:12])=[CH:7][C:6]3[C:5]([CH3:14])([CH3:13])[CH2:4][CH2:3][C:2]([CH3:15])([CH3:1])[C:11]=3[CH:10]=2)=[O:22])=[CH:19][CH:18]=1, predict the reactants needed to synthesize it. The reactants are: [CH3:1][C:2]1([CH3:15])[C:11]2[C:6](=[CH:7][C:8]([CH3:12])=[CH:9][CH:10]=2)[C:5]([CH3:14])([CH3:13])[CH2:4][CH2:3]1.[Br:16][C:17]1[CH:25]=[CH:24][C:20]([C:21](Cl)=[O:22])=[CH:19][CH:18]=1.[Al+3].[Cl-].[Cl-].[Cl-]. (2) Given the product [Cl:1][C:2]1[CH:3]=[CH:4][C:5]([CH2:8][O:9][C:10]2[CH:15]=[CH:14][N:13]([C:16]3[CH:17]=[N:18][C:19]([N:30]4[CH2:31][CH2:32][C:28]5([CH2:24][N:25]([C:33]([O:35][C:36]([CH3:37])([CH3:38])[CH3:39])=[O:34])[CH2:26][CH2:27]5)[CH2:29]4)=[CH:20][CH:21]=3)[C:12](=[O:23])[CH:11]=2)=[N:6][CH:7]=1, predict the reactants needed to synthesize it. The reactants are: [Cl:1][C:2]1[CH:3]=[CH:4][C:5]([CH2:8][O:9][C:10]2[CH:15]=[CH:14][N:13]([C:16]3[CH:17]=[N:18][C:19](F)=[CH:20][CH:21]=3)[C:12](=[O:23])[CH:11]=2)=[N:6][CH:7]=1.[CH2:24]1[C:28]2([CH2:32][CH2:31][NH:30][CH2:29]2)[CH2:27][CH2:26][N:25]1[C:33]([O:35][C:36]([CH3:39])([CH3:38])[CH3:37])=[O:34].C([O-])([O-])=O.[K+].[K+].